This data is from Forward reaction prediction with 1.9M reactions from USPTO patents (1976-2016). The task is: Predict the product of the given reaction. (1) Given the reactants [CH2:1]([O:8][C:9]1[CH:10]=[CH:11][C:12]2[C:16](Br)=[C:15]([Br:18])[S:14](=[O:19])[C:13]=2[CH:20]=1)[C:2]1[CH:7]=[CH:6][CH:5]=[CH:4][CH:3]=1.[N:21]1([CH2:27][CH2:28][O:29][C:30]2[CH:35]=[CH:34][C:33]([OH:36])=[CH:32][CH:31]=2)[CH2:26][CH2:25][CH2:24][CH2:23][CH2:22]1.CC(C)([O-])C.[K+], predict the reaction product. The product is: [CH2:1]([O:8][C:9]1[CH:10]=[CH:11][C:12]2[C:16]([O:36][C:33]3[CH:32]=[CH:31][C:30]([O:29][CH2:28][CH2:27][N:21]4[CH2:26][CH2:25][CH2:24][CH2:23][CH2:22]4)=[CH:35][CH:34]=3)=[C:15]([Br:18])[S:14](=[O:19])[C:13]=2[CH:20]=1)[C:2]1[CH:7]=[CH:6][CH:5]=[CH:4][CH:3]=1. (2) Given the reactants [F:1][C:2]1[CH:7]=[CH:6][C:5]([C:8]2[C:12]([C:13]3[CH:14]=[CH:15][C:16]4[N:17]([CH:19]=[C:20]([NH:22]C(=O)C)[N:21]=4)[N:18]=3)=[CH:11][N:10]([CH3:26])[N:9]=2)=[CH:4][CH:3]=1.Cl, predict the reaction product. The product is: [F:1][C:2]1[CH:7]=[CH:6][C:5]([C:8]2[C:12]([C:13]3[CH:14]=[CH:15][C:16]4[N:17]([CH:19]=[C:20]([NH2:22])[N:21]=4)[N:18]=3)=[CH:11][N:10]([CH3:26])[N:9]=2)=[CH:4][CH:3]=1.